From a dataset of Reaction yield outcomes from USPTO patents with 853,638 reactions. Predict the reaction yield, written as a fraction of the theoretical maximum amount of product (1.0 means a 100% yield; for example, 0.34 means a 34% yield). (1) The reactants are Cl.[CH3:2][O:3][N:4]([CH3:13])[C:5]([CH:7]1[CH2:12][CH2:11][NH:10][CH2:9][CH2:8]1)=[O:6].[OH-].[Na+].C(=O)([O-])[O-].[K+].[K+].FC(F)(F)S(O[CH2:28][C:29]([F:32])([F:31])[F:30])(=O)=O.[Cl-].[Na+]. The catalyst is O.CN(C)C=O. The product is [CH3:2][O:3][N:4]([CH3:13])[C:5]([CH:7]1[CH2:8][CH2:9][N:10]([CH2:28][C:29]([F:32])([F:31])[F:30])[CH2:11][CH2:12]1)=[O:6]. The yield is 0.260. (2) The reactants are CN([CH2:4][C:5]1[C:13]2[C:8](=[CH:9][CH:10]=[C:11]([O:14][CH3:15])[CH:12]=2)[NH:7][C:6]=1[C:16]([O:18][CH2:19][CH3:20])=[O:17])C.[N+:21]([CH2:24][C:25]([O:27][CH2:28][CH3:29])=[O:26])([O-:23])=[O:22]. The catalyst is CC1C=CC=CC=1C. The product is [CH2:28]([O:27][C:25](=[O:26])[CH:24]([N+:21]([O-:23])=[O:22])[CH2:4][C:5]1[C:13]2[C:8](=[CH:9][CH:10]=[C:11]([O:14][CH3:15])[CH:12]=2)[NH:7][C:6]=1[C:16]([O:18][CH2:19][CH3:20])=[O:17])[CH3:29]. The yield is 0.760. (3) The reactants are [N:1]1[CH:6]=[CH:5][C:4]([N:7]2[CH2:16][CH2:15][CH:10]([C:11](OC)=[O:12])[CH2:9][CH2:8]2)=[CH:3][CH:2]=1.[H-].[Al+3].[Li+].[H-].[H-].[H-]. The catalyst is O1CCCC1. The product is [N:1]1[CH:6]=[CH:5][C:4]([N:7]2[CH2:8][CH2:9][CH:10]([CH2:11][OH:12])[CH2:15][CH2:16]2)=[CH:3][CH:2]=1. The yield is 0.680. (4) The reactants are [CH:1]([O:4][C:5](=[O:30])[NH:6][C:7]1[CH:12]=[CH:11][C:10]([C:13]2[N:14]([CH:26]3[CH2:29][CH2:28][CH2:27]3)[C:15]3[C:20]([C:21]=2[C:22]#[N:23])=[CH:19][CH:18]=[C:17]([O:24]C)[CH:16]=3)=[CH:9][CH:8]=1)([CH3:3])[CH3:2].B(Br)(Br)Br.O. The catalyst is C(Cl)Cl. The product is [CH:1]([O:4][C:5](=[O:30])[NH:6][C:7]1[CH:8]=[CH:9][C:10]([C:13]2[N:14]([CH:26]3[CH2:29][CH2:28][CH2:27]3)[C:15]3[C:20]([C:21]=2[C:22]#[N:23])=[CH:19][CH:18]=[C:17]([OH:24])[CH:16]=3)=[CH:11][CH:12]=1)([CH3:3])[CH3:2]. The yield is 0.710. (5) The product is [OH:1][C:2]1[CH:13]=[CH:12][C:5]2[N:6]=[C:7]([C:9]([NH:44][CH:45]3[CH2:46][CH2:47][N:48]([C:51]([O:53][C:54]([CH3:57])([CH3:56])[CH3:55])=[O:52])[CH2:49][CH2:50]3)=[O:11])[O:8][C:4]=2[CH:3]=1. The yield is 0.520. The catalyst is CN(C)C=O. The reactants are [OH:1][C:2]1[CH:13]=[CH:12][C:5]2[N:6]=[C:7]([C:9]([OH:11])=O)[O:8][C:4]=2[CH:3]=1.C(N(CC)CC)C.O.ON1C2C=CC=CC=2N=N1.Cl.CN(C)CCCN=C=NCC.[NH2:44][CH:45]1[CH2:50][CH2:49][N:48]([C:51]([O:53][C:54]([CH3:57])([CH3:56])[CH3:55])=[O:52])[CH2:47][CH2:46]1. (6) The reactants are [NH2:1][C:2]1[CH:3]=[C:4]2[C:10]([CH:11]3[CH2:16][CH2:15][N:14]([C:17]([O:19][C:20]([CH3:23])([CH3:22])[CH3:21])=[O:18])[CH2:13][CH2:12]3)=[CH:9][N:8]([CH3:24])[C:5]2=[N:6][CH:7]=1.[C:25]([C:27]1[CH:28]=[C:29]([CH:33]=[CH:34][CH:35]=1)[C:30](Cl)=[O:31])#[N:26].C(N(CC)CC)C. The catalyst is C(Cl)Cl. The product is [C:25]([C:27]1[CH:28]=[C:29]([CH:33]=[CH:34][CH:35]=1)[C:30]([NH:1][C:2]1[CH:3]=[C:4]2[C:10]([CH:11]3[CH2:12][CH2:13][N:14]([C:17]([O:19][C:20]([CH3:21])([CH3:23])[CH3:22])=[O:18])[CH2:15][CH2:16]3)=[CH:9][N:8]([CH3:24])[C:5]2=[N:6][CH:7]=1)=[O:31])#[N:26]. The yield is 0.760. (7) The reactants are [F:1][C:2]([F:7])([F:6])[C:3]([OH:5])=[O:4].C[N:9]([CH3:39])[C:10]1[CH:15]=[C:14]([C:16]2[CH:17]=[C:18]3[C:22](=[C:23]([C:25]([NH2:27])=[O:26])[CH:24]=2)[NH:21][CH:20]=[C:19]3[CH:28]2[CH2:33][CH2:32][N:31]([S:34]([CH2:37][CH3:38])(=[O:36])=[O:35])[CH2:30][CH2:29]2)[CH:13]=[CH:12][N:11]=1.CNC. No catalyst specified. The product is [F:1][C:2]([F:7])([F:6])[C:3]([OH:5])=[O:4].[CH2:37]([S:34]([N:31]1[CH2:32][CH2:33][CH:28]([C:19]2[C:18]3[C:22](=[C:23]([C:25]([NH2:27])=[O:26])[CH:24]=[C:16]([C:14]4[CH:13]=[CH:12][N:11]=[C:10]([NH:9][CH2:39][CH2:2][CH3:3])[CH:15]=4)[CH:17]=3)[NH:21][CH:20]=2)[CH2:29][CH2:30]1)(=[O:36])=[O:35])[CH3:38]. The yield is 0.335. (8) The reactants are [C:1]([O:7][CH2:8][C@H:9]([C:15]1[C:24]([CH3:25])=[CH:23][C:18]2[N:19]=[C:20]([NH2:22])[S:21][C:17]=2[C:16]=1Br)[O:10][C:11]([CH3:14])([CH3:13])[CH3:12])(=[O:6])[C:2]([CH3:5])([CH3:4])[CH3:3].C([O-])([O-])=O.[K+].[K+].[Cl:33][C:34]1[CH:39]=[CH:38][C:37](B(O)O)=[CH:36][CH:35]=1.O1CCOCC1. The catalyst is C1C=CC([P]([Pd]([P](C2C=CC=CC=2)(C2C=CC=CC=2)C2C=CC=CC=2)([P](C2C=CC=CC=2)(C2C=CC=CC=2)C2C=CC=CC=2)[P](C2C=CC=CC=2)(C2C=CC=CC=2)C2C=CC=CC=2)(C2C=CC=CC=2)C2C=CC=CC=2)=CC=1.O. The product is [C:1]([O:7][CH2:8][C@H:9]([C:15]1[C:24]([CH3:25])=[CH:23][C:18]2[N:19]=[C:20]([NH2:22])[S:21][C:17]=2[C:16]=1[C:37]1[CH:38]=[CH:39][C:34]([Cl:33])=[CH:35][CH:36]=1)[O:10][C:11]([CH3:14])([CH3:13])[CH3:12])(=[O:6])[C:2]([CH3:5])([CH3:4])[CH3:3]. The yield is 0.900. (9) The reactants are [CH:1]1[C:13]2[N:12]([C:14]3[CH:15]=[C:16](B(O)O)[CH:17]=[CH:18][CH:19]=3)[C:11]3[C:6](=[CH:7][CH:8]=[CH:9][CH:10]=3)[C:5]=2[CH:4]=[CH:3][CH:2]=1.I[C:24]1[CH:25]=[C:26]([Br:30])[CH:27]=[CH:28][CH:29]=1.C1(C)C=CC=CC=1P(C1C=CC=CC=1C)C1C=CC=CC=1C.C(=O)([O-])[O-].[K+].[K+]. The catalyst is C([O-])(=O)C.[Pd+2].C([O-])(=O)C.C(O)C.C1(C)C=CC=CC=1. The product is [Br:30][C:26]1[CH:25]=[C:24]([C:16]2[CH:15]=[C:14]([N:12]3[C:13]4[CH:1]=[CH:2][CH:3]=[CH:4][C:5]=4[C:6]4[C:11]3=[CH:10][CH:9]=[CH:8][CH:7]=4)[CH:19]=[CH:18][CH:17]=2)[CH:29]=[CH:28][CH:27]=1. The yield is 0.580. (10) The reactants are [I:1][C:2]1[CH:7]=[CH:6][C:5](/[C:8](/[CH3:12])=[CH:9]/[CH2:10][OH:11])=[CH:4][CH:3]=1.[CH2:13]([O:15][C@@H:16]([CH2:22][C:23]1[CH:28]=[CH:27][C:26](O)=[CH:25][CH:24]=1)[C:17]([O:19][CH2:20][CH3:21])=[O:18])[CH3:14]. No catalyst specified. The product is [CH2:13]([O:15][C@@H:16]([CH2:22][C:23]1[CH:24]=[CH:25][C:26]([O:11][CH2:10]/[CH:9]=[C:8](/[C:5]2[CH:4]=[CH:3][C:2]([I:1])=[CH:7][CH:6]=2)\[CH3:12])=[CH:27][CH:28]=1)[C:17]([O:19][CH2:20][CH3:21])=[O:18])[CH3:14]. The yield is 0.800.